This data is from Peptide-MHC class I binding affinity with 185,985 pairs from IEDB/IMGT. The task is: Regression. Given a peptide amino acid sequence and an MHC pseudo amino acid sequence, predict their binding affinity value. This is MHC class I binding data. (1) The peptide sequence is EKEGKISKI. The MHC is HLA-A24:02 with pseudo-sequence HLA-A24:02. The binding affinity (normalized) is 0.0740. (2) The binding affinity (normalized) is 0. The MHC is HLA-B40:02 with pseudo-sequence HLA-B40:02. The peptide sequence is PIQKETWDTW. (3) The peptide sequence is ILLVAVSFV. The MHC is HLA-A02:06 with pseudo-sequence HLA-A02:06. The binding affinity (normalized) is 0.756. (4) The peptide sequence is YHSEVPVSL. The MHC is Mamu-A07 with pseudo-sequence Mamu-A07. The binding affinity (normalized) is 0.683.